This data is from Full USPTO retrosynthesis dataset with 1.9M reactions from patents (1976-2016). The task is: Predict the reactants needed to synthesize the given product. The reactants are: [C:1]1([S:7][C:8]2[CH:13]=[CH:12][C:11]([OH:14])=[CH:10][CH:9]=2)[CH:6]=[CH:5][CH:4]=[CH:3][CH:2]=1.C1(C)C=CC(S(O[CH2:25][C:26]([F:29])([F:28])[F:27])(=O)=O)=CC=1.C(=O)([O-])[O-].[K+].[K+].CN(C=O)C. Given the product [F:27][C:26]([F:29])([F:28])[CH2:25][O:14][C:11]1[CH:12]=[CH:13][C:8]([S:7][C:1]2[CH:2]=[CH:3][CH:4]=[CH:5][CH:6]=2)=[CH:9][CH:10]=1, predict the reactants needed to synthesize it.